This data is from Full USPTO retrosynthesis dataset with 1.9M reactions from patents (1976-2016). The task is: Predict the reactants needed to synthesize the given product. (1) Given the product [CH3:26][O:25][C:23]([C:21]1[S:22][C:18]([C:2]2[CH:7]=[C:6]([CH3:8])[N+:5]([O-:9])=[N:4][CH:3]=2)=[CH:19][CH:20]=1)=[O:24], predict the reactants needed to synthesize it. The reactants are: Br[C:2]1[CH:7]=[C:6]([CH3:8])[N+:5]([O-:9])=[N:4][CH:3]=1.CC1(C)C(C)(C)OB([C:18]2[S:22][C:21]([C:23]([O:25][CH3:26])=[O:24])=[CH:20][CH:19]=2)O1.C([O-])([O-])=O.[Cs+].[Cs+].N#N. (2) The reactants are: [NH2:1][C:2]1[C:7]([F:8])=[C:6]([F:9])[N:5]=[C:4]([F:10])[C:3]=1Cl.C(N(CC)CC)C. Given the product [NH2:1][C:2]1[CH:3]=[C:4]([F:10])[N:5]=[C:6]([F:9])[C:7]=1[F:8], predict the reactants needed to synthesize it. (3) Given the product [ClH:29].[ClH:29].[CH3:1][C:2]1[CH:3]=[CH:4][C:5]([N:8]2[CH2:13][CH2:12][CH:11]([NH2:14])[CH2:10][CH2:9]2)=[N:6][CH:7]=1, predict the reactants needed to synthesize it. The reactants are: [CH3:1][C:2]1[CH:3]=[CH:4][C:5]([N:8]2[CH2:13][CH2:12][CH:11]([NH:14]C(=O)OC(C)(C)C)[CH2:10][CH2:9]2)=[N:6][CH:7]=1.C1COCC1.CO.[ClH:29]. (4) Given the product [CH:1]1([N:7]2[CH2:11][CH2:10][CH:9]([CH2:22][C:23]3[CH:32]=[CH:31][C:30]4[C:25](=[CH:26][CH:27]=[CH:28][CH:29]=4)[CH:24]=3)[C:8]2=[O:12])[CH2:2][CH2:3][CH2:4][CH2:5][CH2:6]1, predict the reactants needed to synthesize it. The reactants are: [CH:1]1([N:7]2[CH2:11][CH2:10][CH2:9][C:8]2=[O:12])[CH2:6][CH2:5][CH2:4][CH2:3][CH2:2]1.[Li+].CC([N-]C(C)C)C.Br[CH2:22][C:23]1[CH:32]=[CH:31][C:30]2[C:25](=[CH:26][CH:27]=[CH:28][CH:29]=2)[CH:24]=1. (5) Given the product [Cl:11][C:12]1[N:13]=[C:14]2[CH2:24][N:9]([C:7]3[CH:6]=[N:5][N:4]([CH2:3][CH:2]([F:10])[F:1])[CH:8]=3)[C:16](=[O:17])[C:15]2=[C:21]([CH3:23])[CH:22]=1, predict the reactants needed to synthesize it. The reactants are: [F:1][CH:2]([F:10])[CH2:3][N:4]1[CH:8]=[C:7]([NH2:9])[CH:6]=[N:5]1.[Cl:11][C:12]1[CH:22]=[C:21]([CH3:23])[C:15]([C:16](OCC)=[O:17])=[C:14]([CH2:24]Cl)[N:13]=1.C(N(CC)C(C)C)(C)C. (6) Given the product [CH3:19][N:20]([CH3:36])[CH:21]1[CH2:25][CH2:24][N:23]([C:26]2[S:27][C:28]3[CH:34]=[C:33]([NH:35][C:10]([C:2]4[S:1][C:5]5[CH:6]=[CH:7][CH:8]=[CH:9][C:4]=5[CH:3]=4)=[O:12])[CH:32]=[CH:31][C:29]=3[N:30]=2)[CH2:22]1, predict the reactants needed to synthesize it. The reactants are: [S:1]1[C:5]2[CH:6]=[CH:7][CH:8]=[CH:9][C:4]=2[CH:3]=[C:2]1[C:10]([OH:12])=O.C(Cl)(=O)C(Cl)=O.[CH3:19][N:20]([CH3:36])[CH:21]1[CH2:25][CH2:24][N:23]([C:26]2[S:27][C:28]3[CH:34]=[C:33]([NH2:35])[CH:32]=[CH:31][C:29]=3[N:30]=2)[CH2:22]1. (7) Given the product [N:1]1[CH:6]=[CH:5][CH:4]=[CH:3][C:2]=1[C:7]1[CH:8]=[N:9][N:10]2[C:16](=[O:17])[CH:15]=[C:14]([C:20]3[CH:21]=[CH:22][C:23]([CH3:26])=[CH:24][CH:25]=3)[NH:12][C:11]=12, predict the reactants needed to synthesize it. The reactants are: [N:1]1[CH:6]=[CH:5][CH:4]=[CH:3][C:2]=1[C:7]1[CH:8]=[N:9][NH:10][C:11]=1[NH2:12].O=[C:14]([C:20]1[CH:25]=[CH:24][C:23]([CH3:26])=[CH:22][CH:21]=1)[CH2:15][C:16](OC)=[O:17].